Dataset: Reaction yield outcomes from USPTO patents with 853,638 reactions. Task: Predict the reaction yield, written as a fraction of the theoretical maximum amount of product (1.0 means a 100% yield; for example, 0.34 means a 34% yield). (1) The reactants are [CH:1]([Si:4](Cl)([CH:8]([CH3:10])[CH3:9])[CH:5]([CH3:7])[CH3:6])([CH3:3])[CH3:2].[Br:12][C:13]1[N:14]([CH2:21][CH2:22][CH:23]([OH:26])[CH2:24][OH:25])[CH:15]=[C:16]([N+:18]([O-:20])=[O:19])[N:17]=1.N1C=CN=C1. The catalyst is CN(C=O)C. The product is [Br:12][C:13]1[N:14]([CH2:21][CH2:22][CH:23]([OH:26])[CH2:24][O:25][Si:4]([CH:8]([CH3:10])[CH3:9])([CH:5]([CH3:7])[CH3:6])[CH:1]([CH3:3])[CH3:2])[CH:15]=[C:16]([N+:18]([O-:20])=[O:19])[N:17]=1. The yield is 0.950. (2) The catalyst is CN(C=O)C.C(Cl)Cl.C1C=CC(P(C2C=CC=CC=2)[C-]2C=CC=C2)=CC=1.C1C=CC(P(C2C=CC=CC=2)[C-]2C=CC=C2)=CC=1.Cl[Pd]Cl.[Fe+2].C(Cl)Cl. The yield is 0.580. The product is [F:14][C:13]1[C:8]([C:23]2[CH:28]=[N:27][C:26]([NH2:29])=[CH:25][CH:24]=2)=[N:9][CH:10]=[CH:11][CH:12]=1. The reactants are C(=O)([O-])[O-].[Na+].[Na+].Br[C:8]1[C:13]([F:14])=[CH:12][CH:11]=[CH:10][N:9]=1.CC1(C)C(C)(C)OB([C:23]2[CH:24]=[CH:25][C:26]([NH2:29])=[N:27][CH:28]=2)O1. (3) The reactants are [NH2:1][CH2:2][C@@H:3]1[C@H:7]([OH:8])[CH2:6][C@@H:5]([C:9]([NH:11][C:12]2[C:21]3[C:16](=[CH:17][CH:18]=[C:19]([O:22][CH3:23])[N:20]=3)[N:15]=[CH:14][CH:13]=2)=[O:10])[CH2:4]1.[O:24]=[C:25]1[NH:30][C:29]2[N:31]=[C:32]([CH:35]=O)[CH:33]=[CH:34][C:28]=2[S:27][CH2:26]1.[BH4-].[Na+]. The catalyst is C(Cl)Cl.CCO. The product is [OH:8][C@H:7]1[C@@H:3]([CH2:2][NH:1][CH2:35][C:32]2[CH:33]=[CH:34][C:28]3[S:27][CH2:26][C:25](=[O:24])[NH:30][C:29]=3[N:31]=2)[CH2:4][C@H:5]([C:9]([NH:11][C:12]2[C:21]3[C:16](=[CH:17][CH:18]=[C:19]([O:22][CH3:23])[N:20]=3)[N:15]=[CH:14][CH:13]=2)=[O:10])[CH2:6]1. The yield is 0.170. (4) The catalyst is C(Cl)Cl. The yield is 1.00. The product is [ClH:21].[ClH:21].[NH2:7][CH:8]1[CH2:17][C:16]2[C:11](=[CH:12][CH:13]=[C:14]([C:18]#[N:19])[CH:15]=2)[NH:10][CH2:9]1. The reactants are C(OC(=O)[NH:7][CH:8]1[CH2:17][C:16]2[C:11](=[CH:12][CH:13]=[C:14]([C:18]#[N:19])[CH:15]=2)[NH:10][CH2:9]1)(C)(C)C.[ClH:21].O1CCOCC1. (5) The reactants are [C:1]1([C:7]2[O:11][C:10]([CH:12]=[O:13])=[CH:9][CH:8]=2)[CH:6]=[CH:5][CH:4]=[CH:3][CH:2]=1.CC(=CC)C.[OH:19]P([O-])(O)=O.[K+].[O-]Cl=O.[Na+]. The catalyst is O.CC(O)(C)C.[OH-].[Na+].C1COCC1. The product is [C:1]1([C:7]2[O:11][C:10]([C:12]([OH:19])=[O:13])=[CH:9][CH:8]=2)[CH:2]=[CH:3][CH:4]=[CH:5][CH:6]=1. The yield is 0.702. (6) The product is [C:11]([C:9]1[C:8]2[N:7]3[CH2:17][CH2:18][NH:19][C:20](=[O:21])[C:6]3=[C:5]([CH3:22])[C:4]=2[CH:3]=[C:2]([F:1])[CH:10]=1)#[CH:12]. The catalyst is CO.O1CCCC1. The reactants are [F:1][C:2]1[CH:10]=[C:9]([C:11]#[C:12][Si](C)(C)C)[C:8]2[N:7]3[CH2:17][CH2:18][NH:19][C:20](=[O:21])[C:6]3=[C:5]([CH3:22])[C:4]=2[CH:3]=1.C(=O)([O-])[O-].[K+].[K+]. The yield is 0.630. (7) The reactants are [Br:1][C:2]1[N:7]=[C:6]2[C:8]([I:11])=[CH:9][NH:10][C:5]2=[N:4][CH:3]=1.[H-].[Na+].[C:14]1([CH3:24])[CH:19]=[CH:18][C:17]([S:20](Cl)(=[O:22])=[O:21])=[CH:16][CH:15]=1. The catalyst is C1COCC1.CCOC(C)=O. The product is [Br:1][C:2]1[N:7]=[C:6]2[C:8]([I:11])=[CH:9][N:10]([S:20]([C:17]3[CH:18]=[CH:19][C:14]([CH3:24])=[CH:15][CH:16]=3)(=[O:22])=[O:21])[C:5]2=[N:4][CH:3]=1. The yield is 0.940. (8) The reactants are C([O:8][CH2:9][CH2:10][O:11][C:12]1[CH:38]=[CH:37][C:15]([CH2:16][C:17]2[CH:18]=[C:19]([C@@:24]34[O:31][C@@:28]([CH2:32][OH:33])([CH2:29][O:30]3)[C@@H:27]([OH:34])[C@H:26]([OH:35])[C@H:25]4[OH:36])[CH:20]=[CH:21][C:22]=2[Cl:23])=[CH:14][CH:13]=1)C1C=CC=CC=1.C(O)=O. The catalyst is C(O)C.O1CCCC1.[Pd]. The product is [Cl:23][C:22]1[CH:21]=[CH:20][C:19]([C@@:24]23[O:31][C@@:28]([CH2:32][OH:33])([CH2:29][O:30]2)[C@@H:27]([OH:34])[C@H:26]([OH:35])[C@H:25]3[OH:36])=[CH:18][C:17]=1[CH2:16][C:15]1[CH:37]=[CH:38][C:12]([O:11][CH2:10][CH2:9][OH:8])=[CH:13][CH:14]=1. The yield is 0.800.